This data is from Full USPTO retrosynthesis dataset with 1.9M reactions from patents (1976-2016). The task is: Predict the reactants needed to synthesize the given product. (1) Given the product [CH:14]([CH:10]1[NH:11][CH2:12][CH2:13][N:8]([C:5]2[N:4]=[N:3][CH:2]=[CH:7][CH:6]=2)[CH2:9]1)([CH3:16])[CH3:15], predict the reactants needed to synthesize it. The reactants are: Cl[C:2]1[N:3]=[N:4][C:5]([N:8]2[CH2:13][CH2:12][NH:11][CH:10]([CH:14]([CH3:16])[CH3:15])[CH2:9]2)=[CH:6][CH:7]=1.C([O-])=O.[NH4+]. (2) The reactants are: [CH2:1]([Li])CCC.CCCCCC.[Cl:12][C:13]1[CH:18]=[CH:17][C:16]([CH:19]=O)=[C:15]([O:21][CH3:22])[CH:14]=1.O. Given the product [Cl:12][C:13]1[CH:18]=[CH:17][C:16]([CH:19]=[CH2:1])=[C:15]([O:21][CH3:22])[CH:14]=1, predict the reactants needed to synthesize it. (3) Given the product [CH2:1]([N:3]1[C:15]2[CH:14]=[CH:13][C:12]([C:16]3[N:20]([CH2:21][CH2:22][O:23][C:24]([F:27])([F:25])[F:26])[C:19]4[CH:28]=[CH:29][C:30]([C:32]([OH:34])=[O:33])=[CH:31][C:18]=4[N:17]=3)=[CH:11][C:10]=2[C:9]2[C:4]1=[CH:5][CH:6]=[CH:7][CH:8]=2)[CH3:2], predict the reactants needed to synthesize it. The reactants are: [CH2:1]([N:3]1[C:15]2[CH:14]=[CH:13][C:12]([C:16]3[N:20]([CH2:21][CH2:22][O:23][C:24]([F:27])([F:26])[F:25])[C:19]4[CH:28]=[CH:29][C:30]([C:32]([O:34]CC)=[O:33])=[CH:31][C:18]=4[N:17]=3)=[CH:11][C:10]=2[C:9]2[C:4]1=[CH:5][CH:6]=[CH:7][CH:8]=2)[CH3:2].[OH-].[Na+].